From a dataset of Reaction yield outcomes from USPTO patents with 853,638 reactions. Predict the reaction yield, written as a fraction of the theoretical maximum amount of product (1.0 means a 100% yield; for example, 0.34 means a 34% yield). The reactants are [C:1]([CH2:3][C@H:4]1[CH2:15][CH2:14][C:13]2[S:12][C:11]3[N:10]=[CH:9][N:8]=[C:7]([O:16][CH:17]4[CH2:22][CH2:21][C:20]([NH:24][C:25](=[O:31])[O:26][C:27]([CH3:30])([CH3:29])[CH3:28])([CH3:23])[CH2:19][CH2:18]4)[C:6]=3[C:5]1=2)#[N:2].[H-].[Na+].[CH3:34]I. The catalyst is CN(C=O)C. The product is [C:1]([CH2:3][C@H:4]1[CH2:15][CH2:14][C:13]2[S:12][C:11]3[N:10]=[CH:9][N:8]=[C:7]([O:16][CH:17]4[CH2:18][CH2:19][C:20]([N:24]([CH3:34])[C:25](=[O:31])[O:26][C:27]([CH3:30])([CH3:29])[CH3:28])([CH3:23])[CH2:21][CH2:22]4)[C:6]=3[C:5]1=2)#[N:2]. The yield is 0.780.